Dataset: Forward reaction prediction with 1.9M reactions from USPTO patents (1976-2016). Task: Predict the product of the given reaction. (1) Given the reactants CCCC[N+](CCCC)(CCCC)CCCC.[F-].[N:19]1([CH2:24][CH2:25][O:26][C:27]2[CH:28]=[C:29]3[C:34](=[CH:35][CH:36]=2)[CH:33]([C:37]2[CH:42]=[CH:41][C:40]([O:43]S(C4C=CC(C)=CC=4)(=O)=O)=[CH:39][CH:38]=2)[N:32]([C:54](=[O:59])[C:55]([F:58])([F:57])[F:56])[CH2:31][CH2:30]3)[CH2:23][CH2:22][CH2:21][CH2:20]1, predict the reaction product. The product is: [F:57][C:55]([F:56])([F:58])[C:54]([N:32]1[CH2:31][CH2:30][C:29]2[C:34](=[CH:35][CH:36]=[C:27]([O:26][CH2:25][CH2:24][N:19]3[CH2:23][CH2:22][CH2:21][CH2:20]3)[CH:28]=2)[CH:33]1[C:37]1[CH:38]=[CH:39][C:40]([OH:43])=[CH:41][CH:42]=1)=[O:59]. (2) The product is: [CH3:38][N:1]1[CH2:6][CH2:5][CH2:4][CH2:3][CH:2]1[C:7]1[CH:12]=[CH:11][C:10]([NH:13][C:14]2[N:19]=[C:18]([CH2:20][CH2:21][C:22]3[CH:27]=[CH:26][CH:25]=[CH:24][C:23]=3[CH2:28][C:29]([NH2:31])=[O:30])[C:17]([C:32]([F:35])([F:33])[F:34])=[CH:16][N:15]=2)=[CH:9][CH:8]=1. Given the reactants [NH:1]1[CH2:6][CH2:5][CH2:4][CH2:3][CH:2]1[C:7]1[CH:12]=[CH:11][C:10]([NH:13][C:14]2[N:19]=[C:18]([CH2:20][CH2:21][C:22]3[CH:27]=[CH:26][CH:25]=[CH:24][C:23]=3[CH2:28][C:29]([NH2:31])=[O:30])[C:17]([C:32]([F:35])([F:34])[F:33])=[CH:16][N:15]=2)=[CH:9][CH:8]=1.C=O.[C:38](O[BH-](OC(=O)C)OC(=O)C)(=O)C.[Na+], predict the reaction product. (3) Given the reactants [Cl:1][C:2]1[C:7]([F:8])=[CH:6][CH:5]=[C:4]([Cl:9])[C:3]=1[C@H:10]([O:12][C:13]1[C:14]2[O:22][CH:21]=[C:20]([C:23]3[CH2:24][CH2:25][NH:26][CH2:27][CH:28]=3)[C:15]=2[CH:16]=[N:17][C:18]=1[NH2:19])[CH3:11].C(=O)([O-])[O-].[Cs+].[Cs+].C[O:36][C:37](=[O:40])[CH2:38]Cl, predict the reaction product. The product is: [NH2:19][C:18]1[N:17]=[CH:16][C:15]2[C:20]([C:23]3[CH2:24][CH2:25][N:26]([CH2:38][C:37]([OH:40])=[O:36])[CH2:27][CH:28]=3)=[CH:21][O:22][C:14]=2[C:13]=1[O:12][C@@H:10]([C:3]1[C:4]([Cl:9])=[CH:5][CH:6]=[C:7]([F:8])[C:2]=1[Cl:1])[CH3:11]. (4) Given the reactants C1(S([N:10]2[C:14]3=[N:15][N:16]=[C:17]4[C:22]([C:21](Cl)=[CH:20][CH:19]=[N:18]4)=[C:13]3[CH:12]=[CH:11]2)(=O)=O)C=CC=CC=1.[F:24][C:25]([F:37])([F:36])[CH2:26][NH:27][C:28]([CH:30]1[CH2:35][CH2:34][CH2:33][NH:32][CH2:31]1)=[O:29], predict the reaction product. The product is: [F:37][C:25]([F:24])([F:36])[CH2:26][NH:27][C:28]([CH:30]1[CH2:35][CH2:34][CH2:33][N:32]([C:21]2[C:22]3[C:17](=[N:16][N:15]=[C:14]4[NH:10][CH:11]=[CH:12][C:13]4=3)[N:18]=[CH:19][CH:20]=2)[CH2:31]1)=[O:29]. (5) Given the reactants Br[C:2]1[CH:7]=[C:6]([CH3:8])[CH:5]=[CH:4][N:3]=1.[CH2:9]1[C:13]2([CH2:18][CH2:17][CH2:16][NH:15][CH2:14]2)[CH2:12][N:11]([C:19]([O:21][C:22]([CH3:25])([CH3:24])[CH3:23])=[O:20])[CH2:10]1.CC(C1C=C(C(C)C)C(C2C(P(C3CCCCC3)C3CCCCC3)=C(OC)C=CC=2OC)=C(C(C)C)C=1)C.CC(C)([O-])C.[Na+], predict the reaction product. The product is: [CH3:8][C:6]1[CH:5]=[CH:4][N:3]=[C:2]([N:15]2[CH2:16][CH2:17][CH2:18][C:13]3([CH2:12][N:11]([C:19]([O:21][C:22]([CH3:24])([CH3:25])[CH3:23])=[O:20])[CH2:10][CH2:9]3)[CH2:14]2)[CH:7]=1. (6) Given the reactants N1(C(Cl)=O)CCCC1.[N:9]1([C:14]([N:16]=[C:17]=[S:18])=[O:15])[CH2:13][CH2:12][CH2:11][CH2:10]1.[CH3:19][O:20][C:21]1[CH:22]=[C:23]2[C:28](=[CH:29][C:30]=1[O:31][CH3:32])[N:27]=[CH:26][CH:25]=[C:24]2[O:33][C:34]1[CH:40]=[CH:39][C:37]([NH2:38])=[CH:36][CH:35]=1.C1(C)C=CC=CC=1, predict the reaction product. The product is: [N:9]1([C:14]([N:16]=[C:17]=[S:18])=[O:15])[CH2:13][CH2:12][CH2:11][CH2:10]1.[CH3:19][O:20][C:21]1[CH:22]=[C:23]2[C:28](=[CH:29][C:30]=1[O:31][CH3:32])[N:27]=[CH:26][CH:25]=[C:24]2[O:33][C:34]1[CH:35]=[CH:36][C:37]([NH:38][C:17]([NH:16][C:14]([N:9]2[CH2:13][CH2:12][CH2:11][CH2:10]2)=[O:15])=[S:18])=[CH:39][CH:40]=1. (7) Given the reactants CCN(C(C)C)C(C)C.Cl.[C:11]([C:14]1([C:20]([O:22][CH2:23][CH3:24])=[O:21])[CH2:19][CH2:18][NH:17][CH2:16][CH2:15]1)(=[O:13])[NH2:12].[C:25](OC(=O)C)(=[O:27])[CH3:26], predict the reaction product. The product is: [C:25]([N:17]1[CH2:18][CH2:19][C:14]([C:11](=[O:13])[NH2:12])([C:20]([O:22][CH2:23][CH3:24])=[O:21])[CH2:15][CH2:16]1)(=[O:27])[CH3:26].